The task is: Predict which catalyst facilitates the given reaction.. This data is from Catalyst prediction with 721,799 reactions and 888 catalyst types from USPTO. Reactant: [C:1]([O:5][C:6]([N:8]1[CH2:12][C:11](=[CH:13][C:14]([O:16][CH3:17])=[O:15])[CH2:10][C@@H:9]1[C@H:18]1[O:22][C:21]([CH3:24])([CH3:23])[N:20]([C:25](=[O:27])[CH3:26])[C@H:19]1[CH2:28][C:29]1[CH:34]=[C:33]([F:35])[CH:32]=[C:31]([F:36])[CH:30]=1)=[O:7])([CH3:4])([CH3:3])[CH3:2].C(=O)(O)[O-].[NH4+]. Product: [C:1]([O:5][C:6]([N:8]1[CH2:12]/[C:11](=[CH:13]\[C:14]([O:16][CH3:17])=[O:15])/[CH2:10][C@@H:9]1[C@H:18]1[O:22][C:21]([CH3:24])([CH3:23])[N:20]([C:25](=[O:27])[CH3:26])[C@H:19]1[CH2:28][C:29]1[CH:34]=[C:33]([F:35])[CH:32]=[C:31]([F:36])[CH:30]=1)=[O:7])([CH3:2])([CH3:3])[CH3:4]. The catalyst class is: 23.